From a dataset of Full USPTO retrosynthesis dataset with 1.9M reactions from patents (1976-2016). Predict the reactants needed to synthesize the given product. (1) Given the product [C:25]([O:8][CH2:3][CH3:7])(=[O:16])[CH3:26].[CH3:12][CH2:11][CH2:10][CH:9]([CH3:19])[CH3:14].[CH3:19][C:9]1[CH:10]=[C:11]([S:15]([N:22]([CH:5]2[CH2:6][CH2:7][C:3](=[O:8])[CH2:4]2)[CH3:20])(=[O:17])=[O:16])[CH:12]=[CH:13][CH:14]=1, predict the reactants needed to synthesize it. The reactants are: CN.[C:3]1(=[O:8])[CH2:7][CH2:6][CH:5]=[CH:4]1.[C:9]1([CH3:19])[CH:14]=[CH:13][CH:12]=[C:11]([S:15](Cl)(=[O:17])=[O:16])[CH:10]=1.[CH2:20]([N:22]([CH2:25][CH3:26])CC)C.Cl. (2) Given the product [Cl:15][C:16]1[CH:17]=[CH:18][C:19]([C:22]2[N:23]=[C:24]([NH:27][C:34](=[O:49])[CH2:35][C:7]3[C:6]4[C:5](=[O:12])[N:4]([CH3:13])[C:3](=[O:14])[N:2]([CH3:1])[C:10]=4[S:9][CH:8]=3)[S:25][CH:26]=2)=[CH:20][CH:21]=1, predict the reactants needed to synthesize it. The reactants are: [CH3:1][N:2]1[C:7]2=[CH:8][S:9][C:10](C)=[C:6]2[C:5](=[O:12])[N:4]([CH3:13])[C:3]1=[O:14].[Cl:15][C:16]1[CH:21]=[CH:20][C:19]([C:22]2[N:23]=[C:24]([NH2:27])[S:25][CH:26]=2)=[CH:18][CH:17]=1.CCN=C=NC[CH2:34][CH2:35]N(C)C.Cl.C1C=CC2N([OH:49])N=NC=2C=1. (3) Given the product [N:13]1[CH:18]=[CH:17][CH:16]=[C:15]([CH2:19][O:20][C:6](=[O:7])[NH:8][CH2:9][C:10]2[CH:28]=[CH:27][C:26]([CH2:29][OH:30])=[CH:25][CH:24]=2)[CH:14]=1, predict the reactants needed to synthesize it. The reactants are: C1N=CN([C:6]([N:8]2C=N[CH:10]=[CH:9]2)=[O:7])C=1.[N:13]1[CH:18]=[CH:17][CH:16]=[C:15]([CH2:19][OH:20])[CH:14]=1.NCC1[CH:28]=[CH:27][C:26]([CH2:29][OH:30])=[CH:25][CH:24]=1.C(N(CC)CC)C. (4) Given the product [N:11]1([CH2:9][CH:8]([NH2:7])[C:17]2[CH:18]=[CH:19][CH:20]=[CH:21][CH:22]=2)[CH2:16][CH2:15][O:14][CH2:13][CH2:12]1, predict the reactants needed to synthesize it. The reactants are: [H-].[H-].[H-].[H-].[Li+].[Al+3].[NH2:7][CH:8]([C:17]1[CH:22]=[CH:21][CH:20]=[CH:19][CH:18]=1)[C:9]([N:11]1[CH2:16][CH2:15][O:14][CH2:13][CH2:12]1)=O. (5) Given the product [Cl:36][C:10]1[CH:11]=[C:12]2[C:7](=[CH:8][CH:9]=1)[CH:6]=[C:5]([CH2:4][C:3]([OH:37])=[O:2])[C:14]([CH3:15])=[C:13]2[C:16]1[CH:17]=[CH:18][C:19]([NH:22][S:23]([C:26]2[CH:31]=[CH:30][CH:29]=[CH:28][C:27]=2[C:32]([F:34])([F:33])[F:35])(=[O:24])=[O:25])=[CH:20][CH:21]=1, predict the reactants needed to synthesize it. The reactants are: C[O:2][C:3](=[O:37])[CH2:4][C:5]1[C:14]([CH3:15])=[C:13]([C:16]2[CH:21]=[CH:20][C:19]([NH:22][S:23]([C:26]3[CH:31]=[CH:30][CH:29]=[CH:28][C:27]=3[C:32]([F:35])([F:34])[F:33])(=[O:25])=[O:24])=[CH:18][CH:17]=2)[C:12]2[C:7](=[CH:8][CH:9]=[C:10]([Cl:36])[CH:11]=2)[CH:6]=1.[OH-].[Na+]. (6) Given the product [Br:28][C:29]1[CH:30]=[CH:31][C:32]([Cl:48])=[C:33]([C:35]2[C:44]3[C:39](=[CH:40][CH:41]=[CH:42][CH:43]=3)[CH:38]=[C:37]([C:45]([NH:2][C@H:6]([CH3:7])[CH2:5][CH3:10])=[O:46])[N:36]=2)[CH:34]=1, predict the reactants needed to synthesize it. The reactants are: O[N:2]1[C:6]2[CH:7]=CC=[CH:10][C:5]=2N=N1.[C@H](N)(CC)C.Cl.C(N=C=NCCCN(C)C)C.[Br:28][C:29]1[CH:30]=[CH:31][C:32]([Cl:48])=[C:33]([C:35]2[C:44]3[C:39](=[CH:40][CH:41]=[CH:42][CH:43]=3)[CH:38]=[C:37]([C:45](O)=[O:46])[N:36]=2)[CH:34]=1. (7) Given the product [CH2:9]([N:6]1[C:5](=[O:8])[CH:4]=[CH:3][C:2]([C:31]2[CH:30]=[CH:29][C:28]([C@@H:26]([N:22]3[CH2:21][CH2:20][C@@:19]([C:16]4[CH:17]=[CH:18][C:13]([F:12])=[CH:14][CH:15]=4)([CH2:43][C:44]([OH:47])([CH3:45])[CH3:46])[O:24][C:23]3=[O:25])[CH3:27])=[CH:33][CH:32]=2)=[CH:7]1)[CH3:10], predict the reactants needed to synthesize it. The reactants are: Br[C:2]1[CH:3]=[CH:4][C:5](=[O:8])[NH:6][CH:7]=1.[CH2:9](I)[CH3:10].[F:12][C:13]1[CH:18]=[CH:17][C:16]([C@:19]2([CH2:43][C:44]([OH:47])([CH3:46])[CH3:45])[O:24][C:23](=[O:25])[N:22]([C@H:26]([C:28]3[CH:33]=[CH:32][C:31](B4OC(C)(C)C(C)(C)O4)=[CH:30][CH:29]=3)[CH3:27])[CH2:21][CH2:20]2)=[CH:15][CH:14]=1. (8) Given the product [CH2:18]([O:10][C:9]1[CH:8]=[CH:7][C:4]([CH:5]=[O:6])=[CH:3][C:2]=1[OH:1])[CH3:19], predict the reactants needed to synthesize it. The reactants are: [OH:1][C:2]1[CH:3]=[C:4]([CH:7]=[CH:8][C:9]=1[OH:10])[CH:5]=[O:6].C(=O)([O-])[O-].[K+].[K+].I[CH2:18][CH3:19]. (9) Given the product [CH:1]1[C:10]2[C:5](=[CH:6][CH:7]=[CH:8][CH:9]=2)[CH:4]=[CH:3][C:2]=1[S:11]([N:18]1[CH2:17][CH2:16][N:15]([C:21]2[CH:22]=[CH:23][C:24]3[N:25]([C:27]([C:30]([F:31])([F:32])[F:33])=[N:28][N:29]=3)[N:26]=2)[CH2:20][CH2:19]1)(=[O:13])=[O:12], predict the reactants needed to synthesize it. The reactants are: [CH:1]1[C:10]2[C:5](=[CH:6][CH:7]=[CH:8][CH:9]=2)[CH:4]=[CH:3][C:2]=1[S:11](Cl)(=[O:13])=[O:12].[N:15]1([C:21]2[CH:22]=[CH:23][C:24]3[N:25]([C:27]([C:30]([F:33])([F:32])[F:31])=[N:28][N:29]=3)[N:26]=2)[CH2:20][CH2:19][NH:18][CH2:17][CH2:16]1.